From a dataset of Forward reaction prediction with 1.9M reactions from USPTO patents (1976-2016). Predict the product of the given reaction. (1) Given the reactants [F:1][C:2]([F:33])([F:32])[C:3]1([C:7]([N:9]2[CH2:14][CH2:13][CH:12]([CH2:15][O:16][C:17]3[CH:22]=[CH:21][C:20]([C:23]4[CH:28]=[CH:27][C:26]([C:29](=[O:31])[CH3:30])=[CH:25][CH:24]=4)=[CH:19][CH:18]=3)[CH2:11][CH2:10]2)=O)[CH2:6][CH2:5][CH2:4]1.[H-].[H-].[H-].[H-].[Li+].[Al+3].O, predict the reaction product. The product is: [F:32][C:2]([F:1])([F:33])[C:3]1([CH2:7][N:9]2[CH2:10][CH2:11][CH:12]([CH2:15][O:16][C:17]3[CH:18]=[CH:19][C:20]([C:23]4[CH:28]=[CH:27][C:26]([CH:29]([OH:31])[CH3:30])=[CH:25][CH:24]=4)=[CH:21][CH:22]=3)[CH2:13][CH2:14]2)[CH2:6][CH2:5][CH2:4]1. (2) Given the reactants [CH2:1]([O:3][C:4](=[O:11])[C:5](=[N:9]O)[C:6](=O)[CH3:7])[CH3:2].[C:12]([S-:14])#[N:13].[K+], predict the reaction product. The product is: [CH2:1]([O:3][C:4]([C:5]1[NH:9][C:12](=[S:14])[NH:13][C:6]=1[CH3:7])=[O:11])[CH3:2]. (3) Given the reactants O=[C:2]([CH3:5])[CH:3]=O.[Cl:6][C:7]1[C:8]([N+:15]([O-:17])=[O:16])=[C:9]([NH2:14])[C:10]([NH2:13])=[CH:11][CH:12]=1, predict the reaction product. The product is: [Cl:6][C:7]1[C:8]([N+:15]([O-:17])=[O:16])=[C:9]2[C:10]([N:13]=[CH:3][C:2]([CH3:5])=[N:14]2)=[CH:11][CH:12]=1. (4) The product is: [C:41]1([C:40]2[CH:44]=[CH:45][CH:46]=[CH:38][CH:39]=2)[CH:5]=[CH:4][C:3]([CH2:6][N:7]2[C:15]3[C:10](=[CH:11][C:12]([O:16][CH2:17][CH2:18][CH2:19][N:20]4[CH2:25][CH2:24][CH2:23][CH2:22][CH2:21]4)=[CH:13][CH:14]=3)[CH2:9][CH2:8]2)=[CH:2][CH:42]=1. Given the reactants O1[CH:5]=[CH:4][C:3]([CH2:6][N:7]2[C:15]3[C:10](=[CH:11][C:12]([O:16][CH2:17][CH2:18][CH2:19][N:20]4[CH2:25][CH2:24][CH2:23][CH2:22][CH2:21]4)=[CH:13][CH:14]=3)[CH2:9][CH2:8]2)=[CH:2]1.Cl.Cl.N1(CCCO[C:38]2[CH:39]=[C:40]3[C:44](=[CH:45][CH:46]=2)N[CH2:42][CH2:41]3)CCCCC1.O1C=CC(C=O)=C1, predict the reaction product. (5) Given the reactants [C:1]([C:3]1[C:4]([N:18]2[CH2:23][CH2:22][NH:21][CH2:20][CH2:19]2)=[N:5][C:6]([C:14]([F:17])([F:16])[F:15])=[C:7]([CH:13]=1)[C:8]([O:10][CH2:11][CH3:12])=[O:9])#[N:2].[CH3:24][C:25]1[CH:30]=[CH:29][C:28]([S:31]([N:34]=[C:35]=[O:36])(=[O:33])=[O:32])=[CH:27][CH:26]=1.C(N(CC)CC)C, predict the reaction product. The product is: [C:1]([C:3]1[C:4]([N:18]2[CH2:23][CH2:22][N:21]([C:35]([NH:34][S:31]([C:28]3[CH:29]=[CH:30][C:25]([CH3:24])=[CH:26][CH:27]=3)(=[O:33])=[O:32])=[O:36])[CH2:20][CH2:19]2)=[N:5][C:6]([C:14]([F:15])([F:17])[F:16])=[C:7]([CH:13]=1)[C:8]([O:10][CH2:11][CH3:12])=[O:9])#[N:2]. (6) Given the reactants [N+:1]([C:4]1[CH:9]=[CH:8][C:7]([Cl:10])=[CH:6][C:5]=1[O:11][CH3:12])([O-])=O.C(O)(=O)C, predict the reaction product. The product is: [Cl:10][C:7]1[CH:8]=[CH:9][C:4]([NH2:1])=[C:5]([O:11][CH3:12])[CH:6]=1. (7) The product is: [C:1]1([S:15]([O-:17])=[O:16])[CH:2]=[C:3]([S:11]([O-:13])=[O:12])[CH:4]=[C:5]([S:7]([O-:9])=[O:8])[CH:6]=1.[Na+:23].[Na+:23].[Na+:23]. Given the reactants [C:1]1([S:15](Cl)(=[O:17])=[O:16])[CH:6]=[C:5]([S:7](Cl)(=[O:9])=[O:8])[CH:4]=[C:3]([S:11](Cl)(=[O:13])=[O:12])[CH:2]=1.[O-]S([O-])=O.[Na+:23].[Na+].[OH-].[Na+], predict the reaction product. (8) Given the reactants [CH3:1][C:2]1([CH3:10])[O:9][C:7](=[O:8])[CH2:6][C:4](=[O:5])[O:3]1.CCN(CC)CC.[CH2:18]=[C:19]1[O:23][C:21](=[O:22])[CH2:20]1.Cl, predict the reaction product. The product is: [OH:22][C:21](=[C:6]1[C:7](=[O:8])[O:9][C:2]([CH3:10])([CH3:1])[O:3][C:4]1=[O:5])[CH2:20][C:19](=[O:23])[CH3:18]. (9) The product is: [C:2]([C:7]1[N:8]=[C:9]([CH2:12][N:13]2[N:17]=[C:16]([NH:18][C:33]([C:29]3[N:30]=[CH:31][O:32][C:28]=3[C:24]3[CH:25]=[CH:26][CH:27]=[C:22]([O:21][C:20]([F:36])([F:19])[F:37])[CH:23]=3)=[O:34])[CH:15]=[N:14]2)[S:10][CH:11]=1)(=[O:6])[CH3:1]. Given the reactants [CH3:1][C:2]1([C:7]2[N:8]=[C:9]([CH2:12][N:13]3[N:17]=[C:16]([NH2:18])[CH:15]=[N:14]3)[S:10][CH:11]=2)[O:6]CCO1.[F:19][C:20]([F:37])([F:36])[O:21][C:22]1[CH:23]=[C:24]([C:28]2[O:32][CH:31]=[N:30][C:29]=2[C:33](O)=[O:34])[CH:25]=[CH:26][CH:27]=1, predict the reaction product.